Dataset: Forward reaction prediction with 1.9M reactions from USPTO patents (1976-2016). Task: Predict the product of the given reaction. (1) Given the reactants [NH:1]1[CH:5]=[CH:4][N:3]=[C:2]1[C:6]([O:8][CH2:9][CH2:10][CH2:11][CH3:12])=[O:7].[CH2:13](Cl)[C:14]1[CH:19]=[CH:18][CH:17]=[CH:16][CH:15]=1, predict the reaction product. The product is: [CH2:13]([N:1]1[CH:5]=[CH:4][N:3]=[C:2]1[C:6]([O:8][CH2:9][CH2:10][CH2:11][CH3:12])=[O:7])[C:14]1[CH:19]=[CH:18][CH:17]=[CH:16][CH:15]=1. (2) Given the reactants [C:1]1([CH3:11])[CH:6]=[CH:5][C:4]([S:7]([OH:10])(=[O:9])=[O:8])=[CH:3][CH:2]=1.[CH3:12][C:13]1[C:17]([C:18]2[CH:23]=[CH:22][CH:21]=[CH:20][CH:19]=2)=[C:16]([CH3:24])[N:15]([C:25]2[CH:30]=[CH:29][C:28]([CH2:31][CH2:32][NH:33][C:34]([NH:36][S:37]([C:40]3[CH:45]=[CH:44][CH:43]=[CH:42][CH:41]=3)(=[O:39])=[O:38])=[O:35])=[CH:27][CH:26]=2)[N:14]=1.[CH2:46](C1C=CC(S(N)(=O)=O)=CC=1)[CH3:47], predict the reaction product. The product is: [C:1]1([CH3:11])[CH:2]=[CH:3][C:4]([S:7]([OH:10])(=[O:8])=[O:9])=[CH:5][CH:6]=1.[CH3:12][C:13]1[C:17]([C:18]2[CH:23]=[CH:22][CH:21]=[CH:20][CH:19]=2)=[C:16]([CH3:24])[N:15]([C:25]2[CH:30]=[CH:29][C:28]([CH2:31][CH2:32][NH:33][C:34]([NH:36][S:37]([C:40]3[CH:45]=[CH:44][C:43]([CH2:46][CH3:47])=[CH:42][CH:41]=3)(=[O:38])=[O:39])=[O:35])=[CH:27][CH:26]=2)[N:14]=1.